From a dataset of Reaction yield outcomes from USPTO patents with 853,638 reactions. Predict the reaction yield, written as a fraction of the theoretical maximum amount of product (1.0 means a 100% yield; for example, 0.34 means a 34% yield). (1) The reactants are [C:1]([O:5][C:6]([N:8]1[CH2:13][CH:12]=[C:11]([C:14]2[C:22]3[S:21][C:20]([NH2:23])=[N:19][C:18]=3[C:17]([O:24][CH3:25])=[CH:16][CH:15]=2)[CH2:10][CH2:9]1)=[O:7])([CH3:4])([CH3:3])[CH3:2].C(N(C(C)C)C(C)C)C.[F:35][C:36]1[CH:44]=[CH:43][C:39]([C:40](Cl)=[O:41])=[CH:38][CH:37]=1.CO. The catalyst is C1COCC1. The product is [C:1]([O:5][C:6]([N:8]1[CH2:9][CH:10]=[C:11]([C:14]2[C:22]3[S:21][C:20]([NH:23][C:40](=[O:41])[C:39]4[CH:43]=[CH:44][C:36]([F:35])=[CH:37][CH:38]=4)=[N:19][C:18]=3[C:17]([O:24][CH3:25])=[CH:16][CH:15]=2)[CH2:12][CH2:13]1)=[O:7])([CH3:4])([CH3:3])[CH3:2]. The yield is 0.820. (2) The reactants are [Cl:1][C:2]1[C:3]([NH:17][CH2:18][C:19]2[CH:24]=[CH:23][CH:22]=[C:21]([O:25]C)[CH:20]=2)=[N:4][C:5]([NH:8][C:9]2[CH:10]=[C:11]([CH2:15]O)[CH:12]=[CH:13][CH:14]=2)=[N:6][CH:7]=1.C(Cl)Cl.B(Br)(Br)[Br:31].O. The catalyst is CCOC(C)=O. The product is [Br:31][CH2:15][C:11]1[CH:10]=[C:9]([NH:8][C:5]2[N:4]=[C:3]([NH:17][CH2:18][C:19]3[CH:20]=[C:21]([OH:25])[CH:22]=[CH:23][CH:24]=3)[C:2]([Cl:1])=[CH:7][N:6]=2)[CH:14]=[CH:13][CH:12]=1. The yield is 0.990. (3) The reactants are [C:1]([C:5]1[C:6]([N+:19]([O-])=O)=[CH:7][C:8]([N+]([O-])=O)=[C:9](/[CH:11]=[CH:12]/[N:13](C)C)[CH:10]=1)([CH3:4])([CH3:3])[CH3:2].O.O.[Sn](Cl)Cl. The catalyst is C(O)C. The product is [C:1]([C:5]1[CH:10]=[C:9]2[C:8](=[CH:7][C:6]=1[NH2:19])[NH:13][CH:12]=[CH:11]2)([CH3:2])([CH3:3])[CH3:4]. The yield is 0.120. (4) The reactants are [CH3:1][C:2]1[N:3]=[CH:4][O:5][C:6]=1[C:7]([C:9]1[CH:14]=[CH:13][CH:12]=[CH:11][C:10]=1[CH:15]([CH3:22])[C:16]#[C:17][Si](C)(C)C)=[O:8].C([O-])([O-])=O.[K+].[K+].CCCCCC. The catalyst is CO.CCOC(C)=O. The product is [CH3:1][C:2]1[N:3]=[CH:4][O:5][C:6]=1[C:7]([C:9]1[CH:14]=[CH:13][CH:12]=[CH:11][C:10]=1[CH:15]([CH3:22])[C:16]#[CH:17])=[O:8]. The yield is 0.970. (5) The reactants are C([NH:5][S:6]([C:9]1[CH:14]=[CH:13][C:12]([CH2:15][N:16]2[C:20]([CH:21]=[O:22])=[C:19]([Cl:23])[N:18]=[C:17]2[CH2:24][CH2:25][CH2:26][CH3:27])=[CH:11][CH:10]=1)(=[O:8])=[O:7])(C)(C)C.C(O)(C(F)(F)F)=O. The catalyst is C(Cl)Cl. The product is [CH2:24]([C:17]1[N:16]([CH2:15][C:12]2[CH:13]=[CH:14][C:9]([S:6]([NH2:5])(=[O:7])=[O:8])=[CH:10][CH:11]=2)[C:20]([CH:21]=[O:22])=[C:19]([Cl:23])[N:18]=1)[CH2:25][CH2:26][CH3:27]. The yield is 1.00. (6) The catalyst is CN(C=O)C. The yield is 0.160. The product is [C:11]1([CH3:12])[CH:10]=[CH:9][C:8]([S:5]([O:15][CH2:16][CH2:17][O:18][CH2:19][CH2:20][N:1]=[N+:2]=[N-:3])(=[O:6])=[O:7])=[CH:14][CH:13]=1. The reactants are [N-:1]=[N+:2]=[N-:3].[Na+].[S:5]([O:15][CH2:16][CH2:17][O:18][CH2:19][CH2:20]OS(C1C=CC(C)=CC=1)(=O)=O)([C:8]1[CH:14]=[CH:13][C:11]([CH3:12])=[CH:10][CH:9]=1)(=[O:7])=[O:6].O. (7) The reactants are C[O:2][C:3](=[O:45])[C:4]1[CH:9]=[CH:8][C:7]([NH:10][C:11]([C@H:13]2[C@H:17]([C:18]3[CH:23]=[CH:22][CH:21]=[C:20]([Cl:24])[C:19]=3[F:25])[C@:16]([C:28]3[CH:33]=[CH:32][C:31]([Cl:34])=[CH:30][C:29]=3[F:35])([C:26]#[N:27])[C@H:15]([CH2:36][C:37]([CH3:40])([CH3:39])[CH3:38])[NH:14]2)=[O:12])=[CH:6][C:5]=1[C:41]([F:44])([F:43])[F:42].[OH-].[Na+]. The catalyst is CO. The product is [Cl:34][C:31]1[CH:32]=[CH:33][C:28]([C@@:16]2([C:26]#[N:27])[C@H:15]([CH2:36][C:37]([CH3:39])([CH3:38])[CH3:40])[NH:14][C@@H:13]([C:11]([NH:10][C:7]3[CH:8]=[CH:9][C:4]([C:3]([OH:45])=[O:2])=[C:5]([C:41]([F:43])([F:44])[F:42])[CH:6]=3)=[O:12])[C@@H:17]2[C:18]2[CH:23]=[CH:22][CH:21]=[C:20]([Cl:24])[C:19]=2[F:25])=[C:29]([F:35])[CH:30]=1. The yield is 0.820. (8) The product is [CH2:1]([NH:8][C:9]([C:11]1[S:12][C:13]([C:17]2[N:21]=[CH:20][N:19]([CH2:33][C:32]3[CH:35]=[CH:36][C:29]([F:28])=[CH:30][CH:31]=3)[N:18]=2)=[CH:14][C:15]=1[CH3:16])=[O:10])[C:2]1[CH:7]=[CH:6][CH:5]=[CH:4][CH:3]=1. The yield is 0.610. The catalyst is CN(C)C=O. The reactants are [CH2:1]([NH:8][C:9]([C:11]1[S:12][C:13]([C:17]2[N:21]=[CH:20][NH:19][N:18]=2)=[CH:14][C:15]=1[CH3:16])=[O:10])[C:2]1[CH:7]=[CH:6][CH:5]=[CH:4][CH:3]=1.C(=O)([O-])[O-].[K+].[K+].[F:28][C:29]1[CH:36]=[CH:35][C:32]([CH2:33]Br)=[CH:31][CH:30]=1. (9) The reactants are Cl[C:2]1[C:11]2[C:6](=[CH:7][CH:8]=[CH:9][CH:10]=2)[N:5]=[C:4]([C:12]([O:14][CH2:15][CH3:16])=[O:13])[N:3]=1.[I-].[K+].CCN(C(C)C)C(C)C.[NH:28]1[CH:32]=[CH:31][C:30]([NH2:33])=[N:29]1. The catalyst is CN(C=O)C.O. The product is [NH:28]1[CH:32]=[CH:31][C:30]([NH:33][C:2]2[C:11]3[C:6](=[CH:7][CH:8]=[CH:9][CH:10]=3)[N:5]=[C:4]([C:12]([O:14][CH2:15][CH3:16])=[O:13])[N:3]=2)=[N:29]1. The yield is 0.640. (10) The reactants are [CH3:1][O:2][C:3]1[CH:4]=[C:5]2[C:10](=[CH:11][C:12]=1[O:13][CH3:14])[N:9]=[CH:8][CH:7]=[C:6]2[O:15][C:16]1[CH:22]=[CH:21][C:19]([NH2:20])=[CH:18][CH:17]=1.ClC(Cl)(O[C:27](=[O:33])OC(Cl)(Cl)Cl)Cl.[NH2:35][N:36]1[CH2:42][CH2:41][CH2:40][CH2:39][CH2:38][CH2:37]1.C(=O)(O)[O-].[Na+]. The catalyst is C(Cl)Cl.C(N(CC)CC)C.C1(C)C=CC=CC=1. The product is [CH3:1][O:2][C:3]1[CH:4]=[C:5]2[C:10](=[CH:11][C:12]=1[O:13][CH3:14])[N:9]=[CH:8][CH:7]=[C:6]2[O:15][C:16]1[CH:22]=[CH:21][C:19]([NH:20][C:27]([NH:35][N:36]2[CH2:42][CH2:41][CH2:40][CH2:39][CH2:38][CH2:37]2)=[O:33])=[CH:18][CH:17]=1. The yield is 0.470.